Dataset: Full USPTO retrosynthesis dataset with 1.9M reactions from patents (1976-2016). Task: Predict the reactants needed to synthesize the given product. (1) Given the product [NH2:1][C@H:2]1[CH2:7][CH2:6][C@H:5]([N:8]([CH3:12])[C:9](=[NH:11])[S:10][CH3:14])[CH2:4][CH2:3]1.[ClH:13].[IH:15], predict the reactants needed to synthesize it. The reactants are: [NH2:1][C@H:2]1[CH2:7][CH2:6][C@H:5]([N:8]([CH3:12])[C:9]([NH2:11])=[S:10])[CH2:4][CH2:3]1.[ClH:13].[CH3:14][I:15]. (2) Given the product [NH3:1].[Br:7][C:8]1[CH:15]=[CH:14][C:11]([CH2:12][N:1]2[CH2:6][CH2:5][O:4][CH2:3][CH2:2]2)=[CH:10][C:9]=1[F:16], predict the reactants needed to synthesize it. The reactants are: [NH:1]1[CH2:6][CH2:5][O:4][CH2:3][CH2:2]1.[Br:7][C:8]1[CH:15]=[CH:14][C:11]([CH:12]=O)=[CH:10][C:9]=1[F:16].C(O[BH-](OC(=O)C)OC(=O)C)(=O)C.[Na+].ClCCl. (3) Given the product [Cl:1][C:2]1[CH:7]=[CH:6][CH:5]=[CH:4][C:3]=1[C@H:8]([O:10][C:11]1[CH:12]=[C:13]([N:20]2[C:24]3[CH:25]=[C:26]([O:29][CH:30]4[CH2:35][CH2:34][NH:33][CH2:32][CH2:31]4)[CH:27]=[CH:28][C:23]=3[N:22]=[CH:21]2)[S:14][C:15]=1[C:16]([O:18][CH3:19])=[O:17])[CH3:9], predict the reactants needed to synthesize it. The reactants are: [Cl:1][C:2]1[CH:7]=[CH:6][CH:5]=[CH:4][C:3]=1[C@H:8]([O:10][C:11]1[CH:12]=[C:13]([N:20]2[C:24]3[CH:25]=[C:26]([O:29][CH:30]4[CH2:35][CH2:34][N:33](C(OC(C)(C)C)=O)[CH2:32][CH2:31]4)[CH:27]=[CH:28][C:23]=3[N:22]=[CH:21]2)[S:14][C:15]=1[C:16]([O:18][CH3:19])=[O:17])[CH3:9].FC(F)(F)C(O)=O.[OH-].[Na+].C([O-])(O)=O.[Na+]. (4) Given the product [CH3:12][O:11][C:4]1[CH:3]=[C:2]([N:14]([CH3:13])[CH2:15][CH2:16][NH:17][CH3:18])[CH:7]=[CH:6][C:5]=1[N+:8]([O-:10])=[O:9], predict the reactants needed to synthesize it. The reactants are: F[C:2]1[CH:7]=[CH:6][C:5]([N+:8]([O-:10])=[O:9])=[C:4]([O:11][CH3:12])[CH:3]=1.[CH3:13][NH:14][CH2:15][CH2:16][NH:17][CH3:18].[H-].[Na+]. (5) The reactants are: [CH2:1]([N:3]1[CH2:8][CH2:7][N:6]([CH:9]2[CH2:12][N:11]([C:13]3[N:18]=[C:17]([CH2:19][OH:20])[CH:16]=[CH:15][C:14]=3[F:21])[CH2:10]2)[CH2:5][CH2:4]1)[CH3:2].CC(OI1(OC(C)=O)(OC(C)=O)OC(=O)C2C=CC=CC1=2)=O.S([O-])([O-])(=O)=S.[Na+].[Na+].C(=O)([O-])O.[Na+]. Given the product [CH2:1]([N:3]1[CH2:4][CH2:5][N:6]([CH:9]2[CH2:12][N:11]([C:13]3[N:18]=[C:17]([CH:19]=[O:20])[CH:16]=[CH:15][C:14]=3[F:21])[CH2:10]2)[CH2:7][CH2:8]1)[CH3:2], predict the reactants needed to synthesize it. (6) Given the product [CH3:9][C:5]1[C:6]([NH2:8])=[N:7][C:2]([NH:23][C:20]2[CH:19]=[CH:18][C:17]([N:14]3[CH2:13][CH2:12][N:11]([CH3:10])[CH2:16][CH2:15]3)=[CH:22][CH:21]=2)=[N:3][CH:4]=1, predict the reactants needed to synthesize it. The reactants are: Cl[C:2]1[N:7]=[C:6]([NH2:8])[C:5]([CH3:9])=[CH:4][N:3]=1.[CH3:10][N:11]1[CH2:16][CH2:15][N:14]([C:17]2[CH:22]=[CH:21][C:20]([NH2:23])=[CH:19][CH:18]=2)[CH2:13][CH2:12]1. (7) Given the product [F:25][C:19]1[CH:20]=[CH:21][C:22]([F:24])=[CH:23][C:18]=1[O:17][C:14]1[CH:13]=[CH:12][C:11]([C:10]2[C:3]3[C:4](=[N:5][CH:6]=[N:7][C:2]=3[NH2:1])[N:8]([C@@H:26]3[CH2:31][CH2:30][CH2:29][NH:28][CH2:27]3)[N:9]=2)=[CH:16][CH:15]=1, predict the reactants needed to synthesize it. The reactants are: [NH2:1][C:2]1[N:7]=[CH:6][N:5]=[C:4]2[N:8]([C@@H:26]3[CH2:31][CH2:30][CH2:29][N:28](C(OC(C)(C)C)=O)[CH2:27]3)[N:9]=[C:10]([C:11]3[CH:16]=[CH:15][C:14]([O:17][C:18]4[CH:23]=[C:22]([F:24])[CH:21]=[CH:20][C:19]=4[F:25])=[CH:13][CH:12]=3)[C:3]=12.C(O)(C(F)(F)F)=O.